Dataset: Full USPTO retrosynthesis dataset with 1.9M reactions from patents (1976-2016). Task: Predict the reactants needed to synthesize the given product. (1) Given the product [CH3:27][N:2]([CH3:1])[C:3]([CH2:5][O:6][N:7]([CH2:19][C:20]1[CH:21]=[CH:22][C:23]([F:26])=[CH:24][CH:25]=1)[C:8]([CH:9]=[C:10]([OH:11])[C:14]([OH:15])=[O:13])=[O:18])=[O:4], predict the reactants needed to synthesize it. The reactants are: [CH3:1][N:2]([CH3:27])[C:3]([CH2:5][O:6][N:7]([CH2:19][C:20]1[CH:25]=[CH:24][C:23]([F:26])=[CH:22][CH:21]=1)[C:8](=[O:18])[CH:9]=[C:10]1[C:14](=[O:15])[O:13]C(C)(C)[O:11]1)=[O:4].[OH-].[Li+].Cl. (2) Given the product [Br:10][C:11]1[CH:12]=[N:13][N:14]2[CH:19]=[C:18]([C:3]3[CH:2]=[N:1][CH:6]=[CH:5][CH:4]=3)[CH:17]=[N:16][C:15]=12, predict the reactants needed to synthesize it. The reactants are: [N:1]1[CH:6]=[CH:5][CH:4]=[C:3](B(O)O)[CH:2]=1.[Br:10][C:11]1[CH:12]=[N:13][N:14]2[CH:19]=[C:18](Br)[CH:17]=[N:16][C:15]=12.C(=O)(O)[O-].[Na+].